Dataset: Catalyst prediction with 721,799 reactions and 888 catalyst types from USPTO. Task: Predict which catalyst facilitates the given reaction. (1) Reactant: [Cl:1][C:2]1[C:3]([F:37])=[C:4]([CH:30]=[C:31]([C:33]([F:36])([F:35])[F:34])[CH:32]=1)[CH2:5][N:6]1[CH2:11][CH2:10][C:9]([CH2:14][O:15][C:16]2[C:25]([CH:26]3[CH2:28][CH2:27]3)=[CH:24][C:19]([C:20]([O:22]C)=[O:21])=[C:18]([F:29])[CH:17]=2)([C:12]#[N:13])[CH2:8][CH2:7]1.[OH-].[Li+].Cl. Product: [Cl:1][C:2]1[C:3]([F:37])=[C:4]([CH:30]=[C:31]([C:33]([F:35])([F:34])[F:36])[CH:32]=1)[CH2:5][N:6]1[CH2:7][CH2:8][C:9]([CH2:14][O:15][C:16]2[C:25]([CH:26]3[CH2:28][CH2:27]3)=[CH:24][C:19]([C:20]([OH:22])=[O:21])=[C:18]([F:29])[CH:17]=2)([C:12]#[N:13])[CH2:10][CH2:11]1. The catalyst class is: 20. (2) Reactant: [N:1]1[N:5]2[CH:6]=[CH:7][CH:8]=N[C:4]2=[C:3]([NH:10][C:11]([C:13]2[C:17]3[N:18]=[C:19](Cl)[N:20]=[CH:21][C:16]=3[S:15][CH:14]=2)=[O:12])[CH:2]=1.[NH2:23][C@@H:24]1[CH2:29][CH2:28][O:27][CH2:26][C@@H:25]1[NH:30][C:31](=[O:37])[O:32][C:33]([CH3:36])([CH3:35])[CH3:34].[CH:38](N(C(C)C)CC)(C)C. Product: [C:33]([O:32][C:31](=[O:37])[NH:30][C@@H:25]1[C@H:24]([NH:23][C:19]2[N:20]=[CH:21][C:16]3[S:15][CH:14]=[C:13]([C:11](=[O:12])[NH:10][C:3]4[CH:2]=[N:1][N:5]5[CH:6]=[CH:7][CH:8]=[CH:38][C:4]=45)[C:17]=3[N:18]=2)[CH2:29][CH2:28][O:27][CH2:26]1)([CH3:34])([CH3:36])[CH3:35]. The catalyst class is: 346.